This data is from Full USPTO retrosynthesis dataset with 1.9M reactions from patents (1976-2016). The task is: Predict the reactants needed to synthesize the given product. (1) Given the product [Cl:20][C:12]1[CH:13]=[CH:14][C:15]2[N:16]([CH2:29][C:30]3[C:38]4[C:33](=[N:34][CH:35]=[CH:36][CH:37]=4)[N:32]([C:39]([O:41][C:42]([CH3:45])([CH3:44])[CH3:43])=[O:40])[N:31]=3)[N:17]=[N:18][C:19]=2[C:11]=1[O:10][C:9]1[CH:8]=[C:7]([Cl:21])[CH:6]=[C:3]([C:4]#[N:5])[C:2]=1[Cl:1], predict the reactants needed to synthesize it. The reactants are: [Cl:1][C:2]1[C:9]([O:10][C:11]2[C:19]3[N:18]=[N:17][NH:16][C:15]=3[CH:14]=[CH:13][C:12]=2[Cl:20])=[CH:8][C:7]([Cl:21])=[CH:6][C:3]=1[C:4]#[N:5].C(=O)([O-])[O-].[Cs+].[Cs+].Br[CH2:29][C:30]1[C:38]2[C:33](=[N:34][CH:35]=[CH:36][CH:37]=2)[N:32]([C:39]([O:41][C:42]([CH3:45])([CH3:44])[CH3:43])=[O:40])[N:31]=1. (2) Given the product [CH3:24][C:16]1[CH:17]=[C:18]([C:21]([OH:23])=[O:22])[CH:19]=[CH:20][C:15]=1[C:6]1[CH:7]=[CH:8][C:3]([C:2]([F:13])([F:12])[F:1])=[CH:4][CH:5]=1, predict the reactants needed to synthesize it. The reactants are: [F:1][C:2]([F:13])([F:12])[C:3]1[CH:8]=[CH:7][C:6](B(O)O)=[CH:5][CH:4]=1.Br[C:15]1[CH:20]=[CH:19][C:18]([C:21]([OH:23])=[O:22])=[CH:17][C:16]=1[CH3:24].